This data is from Forward reaction prediction with 1.9M reactions from USPTO patents (1976-2016). The task is: Predict the product of the given reaction. Given the reactants [NH2:1][C:2]1[C:7]([C:8]2[C:9]([O:14]C)=[N:10][CH:11]=[CH:12][CH:13]=2)=[CH:6][C:5]([C:16]([CH3:19])([CH3:18])[CH3:17])=[CH:4][C:3]=1[CH2:20][CH2:21][C:22]1[CH:27]=[CH:26][C:25]([NH:28][S:29]([CH3:32])(=[O:31])=[O:30])=[CH:24][CH:23]=1.Br.C([O-])(O)=O.[Na+], predict the reaction product. The product is: [NH2:1][C:2]1[C:7]([C:8]2[C:9](=[O:14])[NH:10][CH:11]=[CH:12][CH:13]=2)=[CH:6][C:5]([C:16]([CH3:17])([CH3:18])[CH3:19])=[CH:4][C:3]=1[CH2:20][CH2:21][C:22]1[CH:27]=[CH:26][C:25]([NH:28][S:29]([CH3:32])(=[O:31])=[O:30])=[CH:24][CH:23]=1.